Dataset: Reaction yield outcomes from USPTO patents with 853,638 reactions. Task: Predict the reaction yield, written as a fraction of the theoretical maximum amount of product (1.0 means a 100% yield; for example, 0.34 means a 34% yield). (1) The reactants are [NH2:1][C:2]1[C:9]([Br:10])=[CH:8][C:7]([Br:11])=[CH:6][C:3]=1[CH:4]=O.C(N(CC)CC)C.[F:19][C:20]([F:29])([F:28])/[CH:21]=[CH:22]/[C:23]([O:25][CH2:26][CH3:27])=[O:24].C(OCC)(=O)C. The catalyst is CS(C)=O. The product is [Br:11][C:7]1[CH:6]=[C:3]2[C:2](=[C:9]([Br:10])[CH:8]=1)[NH:1][CH:21]([C:20]([F:19])([F:29])[F:28])[C:22]([C:23]([O:25][CH2:26][CH3:27])=[O:24])=[CH:4]2. The yield is 0.430. (2) The reactants are [C-:1]#[N:2].[K+].[Br:4][C:5]1[CH:6]=[C:7]2[C:11](=[CH:12][CH:13]=1)[C@@H:10]([N:14]1[C:18]3=[N:19][C:20]([CH2:24]OS(C)(=O)=O)=[CH:21][C:22]([CH3:23])=[C:17]3[N:16]=[C:15]1[CH2:30][CH3:31])[CH2:9][CH2:8]2. The catalyst is CN(C=O)C.O. The product is [Br:4][C:5]1[CH:6]=[C:7]2[C:11](=[CH:12][CH:13]=1)[C@@H:10]([N:14]1[C:18]3=[N:19][C:20]([CH2:24][C:1]#[N:2])=[CH:21][C:22]([CH3:23])=[C:17]3[N:16]=[C:15]1[CH2:30][CH3:31])[CH2:9][CH2:8]2. The yield is 0.680. (3) The reactants are S(Cl)(Cl)=O.CC1C(C)=CC=CC=1C(O)=O.CC1C(C)=CC=CC=1C(Cl)=O.[CH3:27][C:28]1[C:33]([CH3:34])=[CH:32][CH:31]=[CH:30][C:29]=1[C:35]([N:37]=[C:38]=[S:39])=[O:36].[Cl:40][C:41]1[CH:42]=[C:43]([CH:45]=[CH:46][C:47]=1[O:48][C:49]1[C:58]2[C:53](=[CH:54][C:55]([O:61][CH3:62])=[C:56]([O:59][CH3:60])[CH:57]=2)[N:52]=[CH:51][CH:50]=1)[NH2:44]. The catalyst is C(O)C.C1(C)C=CC=CC=1. The product is [Cl:40][C:41]1[CH:42]=[C:43]([NH:44][C:38]([NH:37][C:35](=[O:36])[C:29]2[CH:30]=[CH:31][CH:32]=[C:33]([CH3:34])[C:28]=2[CH3:27])=[S:39])[CH:45]=[CH:46][C:47]=1[O:48][C:49]1[C:58]2[C:53](=[CH:54][C:55]([O:61][CH3:62])=[C:56]([O:59][CH3:60])[CH:57]=2)[N:52]=[CH:51][CH:50]=1. The yield is 0.960. (4) The reactants are C(O)(=O)C.Br.C([O:13][C:14]1[CH:19]=[C:18]([C:20]([CH3:23])([CH3:22])[CH3:21])[N:17]=[N:16][C:15]=1[O:24]C)C1C=CC=CC=1. No catalyst specified. The product is [C:20]([C:18]1[CH:19]=[C:14]([OH:13])[C:15](=[O:24])[NH:16][N:17]=1)([CH3:23])([CH3:21])[CH3:22]. The yield is 0.210. (5) The reactants are Cl[C:2]1[CH:11]=[CH:10][C:5]([C:6]([O:8][CH3:9])=[O:7])=[CH:4][C:3]=1[N+:12]([O-:14])=[O:13].[CH2:15]([SH:22])[C:16]1[CH:21]=[CH:20][CH:19]=[CH:18][CH:17]=1.C([O-])([O-])=O.[Na+].[Na+]. The catalyst is CCO.O. The product is [CH3:9][O:8][C:6](=[O:7])[C:5]1[CH:10]=[CH:11][C:2]([S:22][CH2:15][C:16]2[CH:21]=[CH:20][CH:19]=[CH:18][CH:17]=2)=[C:3]([N+:12]([O-:14])=[O:13])[CH:4]=1. The yield is 0.880. (6) The reactants are [OH:1][C:2]1[CH:3]=[C:4]([CH:8]=[CH:9][C:10]=1[N+:11]([O-:13])=[O:12])[C:5](O)=[O:6].[C:14]([O-])([O-])=O.[K+].[K+].CI.CN([CH:25]=[O:26])C. No catalyst specified. The product is [CH3:14][O:1][C:2]1[CH:3]=[C:4]([CH:8]=[CH:9][C:10]=1[N+:11]([O-:13])=[O:12])[C:5]([O:26][CH3:25])=[O:6]. The yield is 0.735. (7) The reactants are [CH3:1][C:2]1([CH3:11])[N:6]2[C:7](=[O:10])[CH2:8][CH2:9][C@@H:5]2[CH2:4][O:3]1.[CH:12]([N-]C(C)C)([CH3:14])[CH3:13].[Li+].[CH2:20](Br)[CH:21]=[CH2:22]. The catalyst is C1COCC1. The product is [CH2:14]([C:8]1([CH2:22][CH:21]=[CH2:20])[C:7](=[O:10])[N:6]2[C:2]([CH3:11])([CH3:1])[O:3][CH2:4][C@H:5]2[CH2:9]1)[CH:12]=[CH2:13]. The yield is 0.860.